From a dataset of Forward reaction prediction with 1.9M reactions from USPTO patents (1976-2016). Predict the product of the given reaction. (1) Given the reactants [CH:1]([O:4][C:5]1[C:10]2[O:11][C:12]3[CH:17]=[CH:16][CH:15]=[CH:14][C:13]=3[C:9]=2[C:8]([C:18]([NH2:20])=[O:19])=[CH:7][CH:6]=1)([CH3:3])[CH3:2].ClC1C=CC=C(C(OO)=[O:29])C=1, predict the reaction product. The product is: [CH:1]([O:4][C:5]1[C:10]2[O:11][C:12]3[CH:17]=[CH:16][CH:15]=[CH:14][C:13]=3[C:9]=2[C:8]([C:18]([NH2:20]=[O:29])=[O:19])=[CH:7][CH:6]=1)([CH3:3])[CH3:2]. (2) The product is: [SH:4][C@@H:5]1[CH2:22][CH2:21][C@@:20]2([CH3:23])[CH:7]([C:8](=[O:25])[CH2:9][C@@H:10]3[C@@H:19]2[CH2:18][CH2:17][C@@:15]2([CH3:16])[C@H:11]3[CH2:12][CH2:13][C:14]2=[O:24])[CH2:6]1. Given the reactants C([S:4][C@@H:5]1[CH2:22][CH2:21][C@@:20]2([CH3:23])[CH:7]([C:8](=[O:25])[CH2:9][C@@H:10]3[C@@H:19]2[CH2:18][CH2:17][C@@:15]2([CH3:16])[C@H:11]3[CH2:12][CH2:13][C:14]2=[O:24])[CH2:6]1)(=O)C.C([S-])CC.[Na+].Cl.O, predict the reaction product. (3) Given the reactants [Cl:1][C:2]1[CH:10]=[C:9]([Cl:11])[CH:8]=[CH:7][C:3]=1[C:4](O)=[O:5].CN(C)C=O.C(Cl)(=O)C([Cl:20])=O, predict the reaction product. The product is: [Cl:1][C:2]1[CH:10]=[C:9]([Cl:11])[CH:8]=[CH:7][C:3]=1[C:4]([Cl:20])=[O:5]. (4) Given the reactants Cl.[CH2:2]([O:9][C:10]1[CH:16]=[CH:15][C:13]([NH2:14])=[CH:12][CH:11]=1)[C:3]1[CH:8]=[CH:7][CH:6]=[CH:5][CH:4]=1.O.CC1C=CC(S(O)(=O)=O)=CC=1.Cl[C:30]1[C:35]([CH2:36][C:37](O)=[O:38])=[CH:34][CH:33]=[CH:32][N:31]=1, predict the reaction product. The product is: [CH2:2]([O:9][C:10]1[CH:11]=[CH:12][C:13]([N:14]2[C:30]3=[N:31][CH:32]=[CH:33][CH:34]=[C:35]3[CH2:36][C:37]2=[O:38])=[CH:15][CH:16]=1)[C:3]1[CH:4]=[CH:5][CH:6]=[CH:7][CH:8]=1. (5) Given the reactants Br[CH2:2][C:3]1[CH:8]=[CH:7][C:6]([CH2:9][CH2:10][N:11]2[CH:16]=[CH:15][C:14]([O:17][CH2:18][C:19]3[CH:24]=[CH:23][CH:22]=[CH:21][C:20]=3[F:25])=[CH:13][C:12]2=[O:26])=[CH:5][CH:4]=1.N1CCCC1.CN(C=[O:36])C, predict the reaction product. The product is: [F:25][C:20]1[CH:21]=[CH:22][CH:23]=[CH:24][C:19]=1[CH2:18][O:17][C:14]1[CH:15]=[CH:16][N:11]([CH2:10][CH2:9][C:6]2[CH:7]=[CH:8][C:3]([CH2:2][OH:36])=[CH:4][CH:5]=2)[C:12](=[O:26])[CH:13]=1. (6) The product is: [F:19][C:20]1[CH:21]=[C:22]([CH:23]=[C:24]([F:26])[CH:25]=1)[O:27][C:2]1[CH:3]=[CH:4][C:5]([N+:10]([O-:12])=[O:11])=[C:6]([CH:9]=1)[C:7]#[N:8]. Given the reactants F[C:2]1[CH:3]=[CH:4][C:5]([N+:10]([O-:12])=[O:11])=[C:6]([CH:9]=1)[C:7]#[N:8].C(=O)([O-])[O-].[Cs+].[Cs+].[F:19][C:20]1[CH:21]=[C:22]([OH:27])[CH:23]=[C:24]([F:26])[CH:25]=1.O, predict the reaction product. (7) The product is: [CH3:24][C:25]1[CH:26]=[C:27]([NH:32][C:33](=[O:34])[N:20]([CH2:19][C:15]2[CH:14]=[CH:13][CH:12]=[C:11]3[C:16]=2[C:17](=[O:18])[N:9]([CH:8]2[CH2:7][CH2:6][C:5](=[O:23])[NH:4][C:3]2=[O:2])[C:10]3=[O:22])[CH3:21])[CH:28]=[CH:29][C:30]=1[CH3:31]. Given the reactants Cl.[O:2]=[C:3]1[CH:8]([N:9]2[C:17](=[O:18])[C:16]3[C:11](=[CH:12][CH:13]=[CH:14][C:15]=3[CH2:19][NH:20][CH3:21])[C:10]2=[O:22])[CH2:7][CH2:6][C:5](=[O:23])[NH:4]1.[CH3:24][C:25]1[CH:26]=[C:27]([N:32]=[C:33]=[O:34])[CH:28]=[CH:29][C:30]=1[CH3:31], predict the reaction product. (8) Given the reactants [Cl:1][C:2]1[CH:23]=[CH:22][C:21]([C:24]2[C:29]([F:30])=[CH:28][CH:27]=[C:26]([CH2:31][O:32][CH3:33])[N:25]=2)=[CH:20][C:3]=1[C:4]([NH:6][C:7]1[N:11]([C:12]2[CH:17]=[CH:16][CH:15]=[CH:14][CH:13]=2)[N:10]=[C:9]([C:18]#[N:19])[CH:8]=1)=[O:5].C(=O)([O-])[O-:35].[K+].[K+].OO, predict the reaction product. The product is: [Cl:1][C:2]1[CH:23]=[CH:22][C:21]([C:24]2[C:29]([F:30])=[CH:28][CH:27]=[C:26]([CH2:31][O:32][CH3:33])[N:25]=2)=[CH:20][C:3]=1[C:4]([NH:6][C:7]1[N:11]([C:12]2[CH:13]=[CH:14][CH:15]=[CH:16][CH:17]=2)[N:10]=[C:9]([C:18]([NH2:19])=[O:35])[CH:8]=1)=[O:5].